From a dataset of Peptide-MHC class II binding affinity with 134,281 pairs from IEDB. Regression. Given a peptide amino acid sequence and an MHC pseudo amino acid sequence, predict their binding affinity value. This is MHC class II binding data. (1) The peptide sequence is HKGIVIKSKKKGSTP. The MHC is DRB1_0802 with pseudo-sequence DRB1_0802. The binding affinity (normalized) is 0.616. (2) The peptide sequence is VRPIDDRFGLALSHL. The MHC is HLA-DQA10501-DQB10302 with pseudo-sequence HLA-DQA10501-DQB10302. The binding affinity (normalized) is 0.434. (3) The peptide sequence is EKKYFAATQFEPLCA. The MHC is HLA-DPA10103-DPB10401 with pseudo-sequence HLA-DPA10103-DPB10401. The binding affinity (normalized) is 1.00. (4) The peptide sequence is FNMVYMPASWVMRIM. The MHC is DRB1_0101 with pseudo-sequence DRB1_0101. The binding affinity (normalized) is 0.833. (5) The peptide sequence is LGAWVLGEPKMTKAL. The MHC is H-2-IAb with pseudo-sequence H-2-IAb. The binding affinity (normalized) is 0.533. (6) The peptide sequence is ASQYRPSQRHG. The MHC is H-2-IAu with pseudo-sequence H-2-IAu. The binding affinity (normalized) is 0.607. (7) The peptide sequence is EKKYFAATQFEPLWA. The MHC is HLA-DPA10301-DPB10402 with pseudo-sequence HLA-DPA10301-DPB10402. The binding affinity (normalized) is 0.944. (8) The peptide sequence is NAVSLCILTINAVASKK. The MHC is HLA-DQA10103-DQB10603 with pseudo-sequence HLA-DQA10103-DQB10603. The binding affinity (normalized) is 0.623. (9) The peptide sequence is RRVFHGVAKNPVVDG. The MHC is DRB1_1301 with pseudo-sequence DRB1_1301. The binding affinity (normalized) is 0.706. (10) The peptide sequence is KQAFTFSPTYKAFLC. The MHC is DRB1_0401 with pseudo-sequence DRB1_0401. The binding affinity (normalized) is 0.586.